Task: Predict the reactants needed to synthesize the given product.. Dataset: Full USPTO retrosynthesis dataset with 1.9M reactions from patents (1976-2016) (1) Given the product [CH2:2]([O:4][C:5](=[O:8])[CH2:6][NH:7][S:18]([C:15]1[S:14][C:13]([NH:12][C:9](=[O:11])[CH3:10])=[N:17][CH:16]=1)(=[O:19])=[O:20])[CH3:3], predict the reactants needed to synthesize it. The reactants are: Cl.[CH2:2]([O:4][C:5](=[O:8])[CH2:6][NH2:7])[CH3:3].[C:9]([NH:12][C:13]1[S:14][C:15]([S:18](Cl)(=[O:20])=[O:19])=[CH:16][N:17]=1)(=[O:11])[CH3:10].CCN(C(C)C)C(C)C.Cl. (2) Given the product [Br:1][C:2]1[CH:3]=[C:4]2[C:5](=[CH:9][CH:10]=1)[C:6](=[O:8])[O:14][C:12](=[O:13])[CH2:11]2, predict the reactants needed to synthesize it. The reactants are: [Br:1][C:2]1[CH:10]=[CH:9][C:5]([C:6]([OH:8])=O)=[C:4]([CH2:11][C:12]([OH:14])=[O:13])[CH:3]=1.